This data is from NCI-60 drug combinations with 297,098 pairs across 59 cell lines. The task is: Regression. Given two drug SMILES strings and cell line genomic features, predict the synergy score measuring deviation from expected non-interaction effect. (1) Drug 1: C1=C(C(=O)NC(=O)N1)N(CCCl)CCCl. Drug 2: C1CC(=O)NC(=O)C1N2C(=O)C3=CC=CC=C3C2=O. Cell line: RXF 393. Synergy scores: CSS=16.7, Synergy_ZIP=-2.11, Synergy_Bliss=2.54, Synergy_Loewe=-3.16, Synergy_HSA=1.54. (2) Drug 1: C1C(C(OC1N2C=C(C(=O)NC2=O)F)CO)O. Drug 2: C1=CN(C=N1)CC(O)(P(=O)(O)O)P(=O)(O)O. Synergy scores: CSS=5.34, Synergy_ZIP=-2.66, Synergy_Bliss=-1.55, Synergy_Loewe=-7.46, Synergy_HSA=-1.45. Cell line: NCI-H522. (3) Drug 1: CC1=C(C=C(C=C1)NC2=NC=CC(=N2)N(C)C3=CC4=NN(C(=C4C=C3)C)C)S(=O)(=O)N.Cl. Drug 2: CCCCC(=O)OCC(=O)C1(CC(C2=C(C1)C(=C3C(=C2O)C(=O)C4=C(C3=O)C=CC=C4OC)O)OC5CC(C(C(O5)C)O)NC(=O)C(F)(F)F)O. Cell line: OVCAR-8. Synergy scores: CSS=7.83, Synergy_ZIP=3.55, Synergy_Bliss=6.06, Synergy_Loewe=5.79, Synergy_HSA=6.02. (4) Drug 1: C1CC(C1)(C2=CC=C(C=C2)C3=C(C=C4C(=N3)C=CN5C4=NNC5=O)C6=CC=CC=C6)N. Drug 2: CC(C)(C#N)C1=CC=C(C=C1)N2C3=C4C=C(C=CC4=NC=C3N(C2=O)C)C5=CC6=CC=CC=C6N=C5. Cell line: HT29. Synergy scores: CSS=64.0, Synergy_ZIP=6.33, Synergy_Bliss=5.72, Synergy_Loewe=13.0, Synergy_HSA=15.0.